Dataset: Forward reaction prediction with 1.9M reactions from USPTO patents (1976-2016). Task: Predict the product of the given reaction. (1) The product is: [F:15][C:16]1[CH:17]=[C:18]([CH:27]=[CH:28][C:29]=1[F:30])[CH2:19][N:1]1[CH2:2][CH2:3][CH:4]([NH:7][C:8]2[S:12][C:11]([C:13]#[N:14])=[N:10][N:9]=2)[CH2:5][CH2:6]1. Given the reactants [NH:1]1[CH2:6][CH2:5][CH:4]([NH:7][C:8]2[S:12][C:11]([C:13]#[N:14])=[N:10][N:9]=2)[CH2:3][CH2:2]1.[F:15][C:16]1[CH:17]=[C:18]([CH:27]=[CH:28][C:29]=1[F:30])[CH2:19]N1CCC(N)CC1.C(N(C(C)C)CC)(C)C, predict the reaction product. (2) Given the reactants C([O:5][CH2:6][C:7]([CH2:20][O:21]C(=O)C=C)([CH2:14][O:15]C(=O)C=C)[CH2:8][O:9]C(=O)C=C)(=O)C=C, predict the reaction product. The product is: [OH:5][CH2:6][C:7]([CH2:20][OH:21])([CH2:14][OH:15])[CH2:8][OH:9]. (3) Given the reactants [H-].[Na+].[F:3][C:4]([F:30])([F:29])[C:5]1[CH:10]=[CH:9][C:8]([NH:11][C:12](=[O:28])[CH2:13][C@@H:14](OS(C2C=CC(C)=CC=2)(=O)=O)[CH2:15][CH3:16])=[CH:7][CH:6]=1.O, predict the reaction product. The product is: [CH2:15]([C@H:14]1[N:11]([C:8]2[CH:9]=[CH:10][C:5]([C:4]([F:30])([F:29])[F:3])=[CH:6][CH:7]=2)[C:12](=[O:28])[CH2:13]1)[CH3:16]. (4) Given the reactants [CH3:1][O:2][C:3](=[O:30])[C:4]([CH3:29])([O:6][C:7]1[CH:8]=[C:9]([C:13]2[C:22]([CH3:24])([CH3:23])[CH2:21][C:20]3[C:15](=[CH:16][CH:17]=[C:18]([C:25]([O:27][CH3:28])=[O:26])[CH:19]=3)[N:14]=2)[CH:10]=[CH:11][CH:12]=1)[CH3:5], predict the reaction product. The product is: [CH3:1][O:2][C:3](=[O:30])[C:4]([CH3:29])([O:6][C:7]1[CH:8]=[C:9]([CH:13]2[C:22]([CH3:24])([CH3:23])[CH2:21][C:20]3[C:15](=[CH:16][CH:17]=[C:18]([C:25]([O:27][CH3:28])=[O:26])[CH:19]=3)[NH:14]2)[CH:10]=[CH:11][CH:12]=1)[CH3:5]. (5) The product is: [S:32]([C:27]1[CH:28]=[CH:29][CH:30]=[CH:31][C:26]=1[NH:25][C:4]([C:6]1[C:7](=[O:24])[N:8]([CH2:17][C:18]2[CH:23]=[CH:22][CH:21]=[CH:20][N:19]=2)[C:9]2[C:14]([C:15]=1[OH:16])=[CH:13][CH:12]=[CH:11][CH:10]=2)=[O:3])(=[O:33])(=[O:34])[NH2:35]. Given the reactants C([O:3][C:4]([C:6]1[C:7](=[O:24])[N:8]([CH2:17][C:18]2[CH:23]=[CH:22][CH:21]=[CH:20][N:19]=2)[C:9]2[C:14]([C:15]=1[OH:16])=[CH:13][CH:12]=[CH:11][CH:10]=2)=O)C.[NH2:25][C:26]1[CH:31]=[CH:30][CH:29]=[CH:28][C:27]=1[S:32]([NH2:35])(=[O:34])=[O:33], predict the reaction product.